This data is from Merck oncology drug combination screen with 23,052 pairs across 39 cell lines. The task is: Regression. Given two drug SMILES strings and cell line genomic features, predict the synergy score measuring deviation from expected non-interaction effect. (1) Drug 1: CCc1c2c(nc3ccc(O)cc13)-c1cc3c(c(=O)n1C2)COC(=O)C3(O)CC. Drug 2: Cn1cc(-c2cnn3c(N)c(Br)c(C4CCCNC4)nc23)cn1. Cell line: HCT116. Synergy scores: synergy=0.950. (2) Drug 1: CN1C(=O)C=CC2(C)C3CCC4(C)C(NC(=O)OCC(F)(F)F)CCC4C3CCC12. Drug 2: COc1cccc2c1C(=O)c1c(O)c3c(c(O)c1C2=O)CC(O)(C(=O)CO)CC3OC1CC(N)C(O)C(C)O1. Cell line: T47D. Synergy scores: synergy=21.7. (3) Drug 2: COc1cc(C2c3cc4c(cc3C(OC3OC5COC(C)OC5C(O)C3O)C3COC(=O)C23)OCO4)cc(OC)c1O. Synergy scores: synergy=10.9. Cell line: DLD1. Drug 1: CN1C(=O)C=CC2(C)C3CCC4(C)C(NC(=O)OCC(F)(F)F)CCC4C3CCC12. (4) Drug 1: CN(C)C(=N)N=C(N)N. Drug 2: NC1(c2ccc(-c3nc4ccn5c(=O)[nH]nc5c4cc3-c3ccccc3)cc2)CCC1. Cell line: RKO. Synergy scores: synergy=11.5. (5) Synergy scores: synergy=60.5. Drug 1: CC1CC2C3CCC4=CC(=O)C=CC4(C)C3(F)C(O)CC2(C)C1(O)C(=O)CO. Cell line: NCIH2122. Drug 2: Cc1nc(Nc2ncc(C(=O)Nc3c(C)cccc3Cl)s2)cc(N2CCN(CCO)CC2)n1.